The task is: Predict the reaction yield, written as a fraction of the theoretical maximum amount of product (1.0 means a 100% yield; for example, 0.34 means a 34% yield).. This data is from Reaction yield outcomes from USPTO patents with 853,638 reactions. (1) The reactants are [CH3:1][N:2]1[CH2:7][CH:6]=[C:5]([C:8]2[C:16]3[C:11](=[CH:12][CH:13]=[C:14]([N+:17]([O-])=O)[CH:15]=3)[N:10]([S:20]([C:23]3[CH:28]=[CH:27][CH:26]=[CH:25][CH:24]=3)(=[O:22])=[O:21])[CH:9]=2)[CH2:4][CH2:3]1.C(O)(=O)C. The catalyst is C(O)C.[Zn]. The product is [CH3:1][N:2]1[CH2:3][CH:4]=[C:5]([C:8]2[C:16]3[C:11](=[CH:12][CH:13]=[C:14]([NH2:17])[CH:15]=3)[N:10]([S:20]([C:23]3[CH:28]=[CH:27][CH:26]=[CH:25][CH:24]=3)(=[O:21])=[O:22])[CH:9]=2)[CH2:6][CH2:7]1. The yield is 0.540. (2) The reactants are [OH:1][C:2]1[CH:7]=[CH:6][C:5]([N:8]2[C:12](=[O:13])[CH2:11][CH:10]([C:14]([OH:16])=[O:15])[CH2:9]2)=[CH:4][CH:3]=1.[CH3:17]O. The catalyst is S(=O)(=O)(O)O.COC(OC)(C)C. The product is [CH3:17][O:15][C:14]([CH:10]1[CH2:11][C:12](=[O:13])[N:8]([C:5]2[CH:4]=[CH:3][C:2]([OH:1])=[CH:7][CH:6]=2)[CH2:9]1)=[O:16]. The yield is 0.840. (3) The reactants are [F:1][C:2]1[CH:3]=[C:4]([C:10]2[C:15]([C:16]3[CH:21]=[CH:20][C:19]([O:22][CH3:23])=[C:18]([F:24])[CH:17]=3)=[N:14][NH:13][C:12](=[O:25])[CH:11]=2)[CH:5]=[CH:6][C:7]=1[O:8][CH3:9].[CH2:26](Br)[C:27]1[CH:32]=[CH:31][CH:30]=[CH:29][CH:28]=1. No catalyst specified. The product is [CH2:26]([N:13]1[C:12](=[O:25])[CH:11]=[C:10]([C:4]2[CH:5]=[CH:6][C:7]([O:8][CH3:9])=[C:2]([F:1])[CH:3]=2)[C:15]([C:16]2[CH:21]=[CH:20][C:19]([O:22][CH3:23])=[C:18]([F:24])[CH:17]=2)=[N:14]1)[C:27]1[CH:32]=[CH:31][CH:30]=[CH:29][CH:28]=1. The yield is 0.999. (4) The reactants are [CH2:1]([O:4][C:5](=[O:25])[N:6]([C:21]([CH3:24])([CH3:23])[CH3:22])[CH2:7][C:8]1[CH:13]=[CH:12][CH:11]=[C:10]([C:14]2[CH:19]=[CH:18][N:17]=[C:16](Cl)[N:15]=2)[CH:9]=1)[CH:2]=[CH2:3].Br.[NH2:27][CH2:28][CH2:29][C:30]1[CH:35]=[CH:34][C:33]([OH:36])=[C:32]([Cl:37])[CH:31]=1. No catalyst specified. The product is [CH2:1]([O:4][C:5](=[O:25])[N:6]([C:21]([CH3:22])([CH3:24])[CH3:23])[CH2:7][C:8]1[CH:13]=[CH:12][CH:11]=[C:10]([C:14]2[CH:19]=[CH:18][N:17]=[C:16]([NH:27][CH2:28][CH2:29][C:30]3[CH:35]=[CH:34][C:33]([OH:36])=[C:32]([Cl:37])[CH:31]=3)[N:15]=2)[CH:9]=1)[CH:2]=[CH2:3]. The yield is 0.790.